This data is from Catalyst prediction with 721,799 reactions and 888 catalyst types from USPTO. The task is: Predict which catalyst facilitates the given reaction. (1) Reactant: [OH:1][C:2]1[CH:14]=[CH:13][C:5]2[C:6]([CH2:9][C:10]([OH:12])=[O:11])=[CH:7][O:8][C:4]=2[CH:3]=1.[C:15]1([C@H:21]([NH2:23])[CH3:22])[CH:20]=[CH:19][CH:18]=[CH:17][CH:16]=1.C(OC(C)C)(C)C. Product: [C:15]1([C@H:21]([NH2:23])[CH3:22])[CH:20]=[CH:19][CH:18]=[CH:17][CH:16]=1.[OH:1][C:2]1[CH:14]=[CH:13][C:5]2[C:6]([CH2:9][C:10]([OH:12])=[O:11])=[CH:7][O:8][C:4]=2[CH:3]=1. The catalyst class is: 5. (2) Reactant: [O:1]=[C:2]1[C@@H:8]2[C@@H:4]([CH2:5][CH2:6][NH:7]2)[N:3]1[S:9]([OH:12])(=[O:11])=[O:10].[CH2:13]([N:20]1[CH2:26][CH2:25][CH2:24][CH2:23][C@H:22]([NH:27][C:28](ON2C(=O)CCC2=O)=[O:29])[CH2:21]1)[C:14]1[CH:19]=[CH:18][CH:17]=[CH:16][CH:15]=1.C(=O)(O)[O-].[Na+]. Product: [CH2:13]([N:20]1[CH2:26][CH2:25][CH2:24][CH2:23][C@H:22]([NH:27][C:28]([N:7]2[CH2:6][CH2:5][C@@H:4]3[C@H:8]2[C:2](=[O:1])[N:3]3[S:9]([OH:12])(=[O:11])=[O:10])=[O:29])[CH2:21]1)[C:14]1[CH:15]=[CH:16][CH:17]=[CH:18][CH:19]=1. The catalyst class is: 47.